This data is from Catalyst prediction with 721,799 reactions and 888 catalyst types from USPTO. The task is: Predict which catalyst facilitates the given reaction. Reactant: [C:1](Cl)(=O)[C:2](Cl)=O.CS(C)=O.[Cl:11][C:12]1[CH:26]=[CH:25][CH:24]=[CH:23][C:13]=1[C:14]([N:16]1[CH2:20][CH2:19][CH2:18][CH:17]1[CH2:21][OH:22])=[O:15].C(N(CC)CC)C.C([Mg]Br)C.[Cl-].[NH4+]. Product: [Cl:11][C:12]1[CH:26]=[CH:25][CH:24]=[CH:23][C:13]=1[C:14]([N:16]1[CH2:20][CH2:19][CH2:18][C@H:17]1[CH:21]([CH2:1][CH3:2])[OH:22])=[O:15]. The catalyst class is: 214.